This data is from Catalyst prediction with 721,799 reactions and 888 catalyst types from USPTO. The task is: Predict which catalyst facilitates the given reaction. (1) Reactant: [NH:1]1[C:9]2[C:4](=[CH:5][CH:6]=[CH:7][CH:8]=2)[CH2:3][CH2:2]1.C(N(CC)C(C)C)(C)C.CN(C)C=O.F[C:25]1[CH:30]=[CH:29][C:28]([C:31]([F:34])([F:33])[F:32])=[CH:27][C:26]=1[N+:35]([O-:37])=[O:36]. Product: [N+:35]([C:26]1[CH:27]=[C:28]([C:31]([F:32])([F:33])[F:34])[CH:29]=[CH:30][C:25]=1[N:1]1[C:9]2[C:4](=[CH:5][CH:6]=[CH:7][CH:8]=2)[CH2:3][CH2:2]1)([O-:37])=[O:36]. The catalyst class is: 6. (2) Reactant: [F:1][C:2]1[CH:18]=[CH:17][CH:16]=[CH:15][C:3]=1[CH2:4][N:5]1[C:9]2=[N:10][CH:11]=[CH:12][CH:13]=[C:8]2[C:7](I)=[N:6]1.CCCC[Sn](CCCC)CCCC.CCCC[Sn](CCCC)CCCC.[NH2:45][C:46]1[C:51]([NH2:52])=[N:50][C:49](Br)=[CH:48][N:47]=1. Product: [F:1][C:2]1[CH:18]=[CH:17][CH:16]=[CH:15][C:3]=1[CH2:4][N:5]1[C:9]2=[N:10][CH:11]=[CH:12][CH:13]=[C:8]2[C:7]([C:48]2[N:47]=[C:46]([NH2:45])[C:51]([NH2:52])=[N:50][CH:49]=2)=[N:6]1. The catalyst class is: 184. (3) Reactant: [Cl:1][C:2]1[CH:3]=[CH:4][C:5]([O:18][CH2:19][C:20]2[CH:25]=[CH:24][CH:23]=[CH:22][CH:21]=2)=[C:6]([CH2:8][C:9]2[O:13][C:12]([C:14](O)=[O:15])=[CH:11][C:10]=2[CH3:17])[CH:7]=1.OC1C2N=NNC=2C=CC=1.[CH2:36]([NH2:43])[C:37]1[CH:42]=[CH:41][CH:40]=[CH:39][CH:38]=1.Cl.CN(C)CCCN=C=NCC. Product: [Cl:1][C:2]1[CH:3]=[CH:4][C:5]([O:18][CH2:19][C:20]2[CH:25]=[CH:24][CH:23]=[CH:22][CH:21]=2)=[C:6]([CH2:8][C:9]2[O:13][C:12]([C:14]([NH:43][CH2:36][C:37]3[CH:42]=[CH:41][CH:40]=[CH:39][CH:38]=3)=[O:15])=[CH:11][C:10]=2[CH3:17])[CH:7]=1. The catalyst class is: 363. (4) Reactant: [C:1]([C:3]1[CH:4]=[CH:5][C:6]([C:19]([F:22])([F:21])[F:20])=[C:7]([CH:18]=1)[C:8]([O:10]CC1C=CC=CC=1)=[O:9])#[N:2].[H][H]. Product: [NH2:2][CH2:1][C:3]1[CH:4]=[CH:5][C:6]([C:19]([F:20])([F:21])[F:22])=[C:7]([CH:18]=1)[C:8]([OH:10])=[O:9]. The catalyst class is: 43. (5) Reactant: [OH:1][C:2]1([CH3:10])[CH2:5][CH:4]([CH2:6][C:7]([OH:9])=O)[CH2:3]1.CCN=C=NCCCN(C)C.C1C=CC2N(O)N=NC=2C=1.CCN(C(C)C)C(C)C.Cl.[CH:42]1([CH2:50][NH:51][C:52]([C:54]2[O:62][C:57]3=[CH:58][N:59]=[CH:60][CH:61]=[C:56]3[CH:55]=2)=[O:53])[C:44]2([CH2:49][CH2:48][NH:47][CH2:46][CH2:45]2)[CH2:43]1. Product: [OH:1][C:2]1([CH3:10])[CH2:3][CH:4]([CH2:6][C:7]([N:47]2[CH2:48][CH2:49][C:44]3([CH:42]([CH2:50][NH:51][C:52]([C:54]4[O:62][C:57]5=[CH:58][N:59]=[CH:60][CH:61]=[C:56]5[CH:55]=4)=[O:53])[CH2:43]3)[CH2:45][CH2:46]2)=[O:9])[CH2:5]1. The catalyst class is: 3.